Dataset: Forward reaction prediction with 1.9M reactions from USPTO patents (1976-2016). Task: Predict the product of the given reaction. (1) Given the reactants CS(O[CH2:6][CH2:7][N:8]1[CH:12]=[C:11]([C:13]2[CH:18]=[C:17]([C:19]([O:21]C)=[O:20])[CH:16]=[CH:15][N:14]=2)[N:10]=[CH:9]1)(=O)=O.Cl.[Cl:24][C:25]1[CH:33]=[CH:32][CH:31]=[C:30]2[C:26]=1[CH2:27][NH:28][CH2:29]2, predict the reaction product. The product is: [Cl:24][C:25]1[CH:33]=[CH:32][CH:31]=[C:30]2[C:26]=1[CH2:27][N:28]([CH2:6][CH2:7][N:8]1[CH:12]=[C:11]([C:13]3[CH:18]=[C:17]([C:19]([OH:21])=[O:20])[CH:16]=[CH:15][N:14]=3)[N:10]=[CH:9]1)[CH2:29]2. (2) Given the reactants [CH2:1]([N:8]1[C:13](=[O:14])[C:12]([CH3:15])=[C:11]2[S:16][CH:17]=[CH:18][N:10]2[C:9]1=[O:19])[C:2]1[CH:7]=[CH:6][CH:5]=[CH:4][CH:3]=1.C[Si](C)(C)N[Si](C)(C)C.[Li].Cl[C:31]([O:33][CH3:34])=[O:32].[NH4+].[Cl-], predict the reaction product. The product is: [CH3:34][O:33][C:31]([C:17]1[S:16][C:11]2[N:10]([C:9](=[O:19])[N:8]([CH2:1][C:2]3[CH:3]=[CH:4][CH:5]=[CH:6][CH:7]=3)[C:13](=[O:14])[C:12]=2[CH3:15])[CH:18]=1)=[O:32]. (3) Given the reactants [C:1]1([S:7]([N:10]2[C:14]3[N:15]=[CH:16][N:17]=[C:18]([Cl:19])[C:13]=3[C:12](I)=[CH:11]2)(=[O:9])=[O:8])[CH:6]=[CH:5][CH:4]=[CH:3][CH:2]=1.C([Mg]Cl)(C)C.[F:26][C:27]1[N:32]=[C:31]([N:33]([C:41]2[CH:42]=[N:43][C:44]([CH3:47])=[CH:45][CH:46]=2)[C:34](=[O:40])[O:35][C:36]([CH3:39])([CH3:38])[CH3:37])[CH:30]=[CH:29][C:28]=1[CH:48]=[O:49].O, predict the reaction product. The product is: [C:1]1([S:7]([N:10]2[C:14]3[N:15]=[CH:16][N:17]=[C:18]([Cl:19])[C:13]=3[C:12]([CH:48]([OH:49])[C:28]3[CH:29]=[CH:30][C:31]([N:33]([C:41]4[CH:42]=[N:43][C:44]([CH3:47])=[CH:45][CH:46]=4)[C:34](=[O:40])[O:35][C:36]([CH3:39])([CH3:38])[CH3:37])=[N:32][C:27]=3[F:26])=[CH:11]2)(=[O:9])=[O:8])[CH:6]=[CH:5][CH:4]=[CH:3][CH:2]=1. (4) The product is: [CH3:24][N:21]1[CH2:22][CH2:23][C@@H:18]([C:3]2[CH:4]=[C:5]3[C:14](=[CH:15][C:2]=2[C:28]2[CH:29]=[CH:30][CH:31]=[C:32]([O:33][CH3:34])[C:27]=2[F:26])[O:13][CH2:12][C:11]2[N:6]3[C@H:7]([CH3:17])[C:8](=[O:16])[NH:9][N:10]=2)[C@@H:19]([CH3:25])[CH2:20]1. Given the reactants Br[C:2]1[CH:15]=[C:14]2[C:5]([N:6]3[C:11]([CH2:12][O:13]2)=[N:10][NH:9][C:8](=[O:16])[C@H:7]3[CH3:17])=[CH:4][C:3]=1[C@@H:18]1[CH2:23][CH2:22][N:21]([CH3:24])[CH2:20][C@@H:19]1[CH3:25].[F:26][C:27]1[C:32]([O:33][CH3:34])=[CH:31][CH:30]=[CH:29][C:28]=1B(O)O.C([O-])([O-])=O.[K+].[K+], predict the reaction product. (5) Given the reactants Cl[C:2](OC(Cl)(Cl)Cl)=[O:3].[Cl:9][C:10]1[CH:15]=[CH:14][C:13]([O:16][C:17]2[CH:21]=[C:20]([CH3:22])[NH:19][N:18]=2)=[C:12]([C:23]([F:26])([F:25])[F:24])[CH:11]=1.C(N(CC)CC)C.[CH2:34]([NH2:40])[CH:35]1[O:39][CH2:38][CH2:37][CH2:36]1.Cl, predict the reaction product. The product is: [CH2:34]([NH:40][C:2]([N:19]1[C:20]([CH3:22])=[CH:21][C:17]([O:16][C:13]2[CH:14]=[CH:15][C:10]([Cl:9])=[CH:11][C:12]=2[C:23]([F:25])([F:24])[F:26])=[N:18]1)=[O:3])[CH:35]1[O:39][CH2:38][CH2:37][CH2:36]1. (6) Given the reactants [F:1][C:2]1[CH:20]=[C:19]([N+:21]([O-:23])=[O:22])[CH:18]=[CH:17][C:3]=1[O:4][C:5]1[CH:10]=[CH:9][N:8]=[C:7]2[CH:11]=[C:12]([C:14](O)=[O:15])[S:13][C:6]=12.C(Cl)(=O)C([Cl:27])=O, predict the reaction product. The product is: [F:1][C:2]1[CH:20]=[C:19]([N+:21]([O-:23])=[O:22])[CH:18]=[CH:17][C:3]=1[O:4][C:5]1[CH:10]=[CH:9][N:8]=[C:7]2[CH:11]=[C:12]([C:14]([Cl:27])=[O:15])[S:13][C:6]=12. (7) Given the reactants I[C:2]1[CH:7]=[CH:6][C:5]([CH3:8])=[CH:4][CH:3]=1.[O-]P([O-])([O-])=O.[K+].[K+].[K+].[NH2:17][CH2:18][CH2:19][CH2:20][NH:21][CH2:22][CH2:23][CH2:24][CH2:25][NH2:26].[CH2:27](O)[CH2:28]O.N, predict the reaction product. The product is: [CH3:8][C:5]1[CH:6]=[CH:7][C:2]([NH:26][CH2:25][CH2:24][CH2:23][CH2:22][NH:21][CH2:20][CH2:19][CH2:18][NH:17][C:2]2[CH:7]=[CH:6][C:27]([CH3:28])=[CH:4][CH:3]=2)=[CH:3][CH:4]=1. (8) The product is: [OH:1][C:2]1[CH:6]=[C:5]([CH2:7][CH2:8][C:9]([NH:12][CH2:13][CH2:14][CH:15]2[CH2:16][CH2:17][N:18]([C:21]([O:23][C:24]([CH3:27])([CH3:26])[CH3:25])=[O:22])[CH2:19][CH2:20]2)=[O:11])[O:4][N:3]=1. Given the reactants [OH:1][C:2]1[CH:6]=[C:5]([CH2:7][CH2:8][C:9]([OH:11])=O)[O:4][N:3]=1.[NH2:12][CH2:13][CH2:14][CH:15]1[CH2:20][CH2:19][N:18]([C:21]([O:23][C:24]([CH3:27])([CH3:26])[CH3:25])=[O:22])[CH2:17][CH2:16]1, predict the reaction product.